From a dataset of Full USPTO retrosynthesis dataset with 1.9M reactions from patents (1976-2016). Predict the reactants needed to synthesize the given product. (1) Given the product [CH3:19][O:13][C:12](=[O:14])[CH:11]=[CH:10][C:8]1[CH:7]=[CH:6][C:5]2[O:1][CH2:2][O:3][C:4]=2[CH:9]=1, predict the reactants needed to synthesize it. The reactants are: [O:1]1[C:5]2[CH:6]=[CH:7][C:8]([CH:10]=[CH:11][C:12]([OH:14])=[O:13])=[CH:9][C:4]=2[O:3][CH2:2]1.S(Cl)(Cl)=O.[CH3:19]O. (2) Given the product [NH2:23][C:20]1[N:19]=[CH:18][N:17]=[C:16]([NH:15][CH:13]2[CH2:14][C:10]3([CH2:11][N:8]([C:6]([O:5][C:1]([CH3:4])([CH3:3])[CH3:2])=[O:7])[CH2:9]3)[CH2:12]2)[C:21]=1[C:47]1[CH:48]=[CH:49][C:44]([O:37][C:38]2[CH:43]=[CH:42][CH:41]=[CH:40][CH:39]=2)=[CH:45][CH:46]=1, predict the reactants needed to synthesize it. The reactants are: [C:1]([O:5][C:6]([N:8]1[CH2:11][C:10]2([CH2:14][CH:13]([NH:15][C:16]3[C:21](Cl)=[C:20]([NH2:23])[N:19]=[CH:18][N:17]=3)[CH2:12]2)[CH2:9]1)=[O:7])([CH3:4])([CH3:3])[CH3:2].O1CCOCC1.O.C(=O)([O-])[O-].[Cs+].[Cs+].[O:37]([C:44]1[CH:49]=[CH:48][C:47](B(O)O)=[CH:46][CH:45]=1)[C:38]1[CH:43]=[CH:42][CH:41]=[CH:40][CH:39]=1.C1(P(C2CCCCC2)C2C=CC=CC=2C2C(OC)=CC=CC=2OC)CCCCC1. (3) Given the product [Br:1][C:2]1[N:7]=[C:6]([C:8]([CH3:13])([CH3:12])[C:9]([NH:20][C:18]2[CH:17]=[N:16][N:15]([CH3:14])[CH:19]=2)=[O:11])[CH:5]=[CH:4][CH:3]=1, predict the reactants needed to synthesize it. The reactants are: [Br:1][C:2]1[N:7]=[C:6]([C:8]([CH3:13])([CH3:12])[C:9]([OH:11])=O)[CH:5]=[CH:4][CH:3]=1.[CH3:14][N:15]1[CH:19]=[C:18]([NH2:20])[CH:17]=[N:16]1.CN(C1C=CC=CN=1)C.Cl.CN(C)CCCN=C=NCC. (4) The reactants are: [CH3:1][O:2][C:3]([C:5]1[C:6]([OH:31])=[C:7]2[C:12](=[C:13](Br)[N:14]=1)[N:11]([CH2:16][C:17]1[CH:22]=[CH:21][CH:20]=[CH:19][CH:18]=1)[C:10](=[O:23])[C:9]([CH2:24][C:25]1[CH:30]=[CH:29][CH:28]=[CH:27][CH:26]=1)=[CH:8]2)=[O:4].C([Sn](CCCC)(CCCC)[C:37]1[CH:38]=[N:39][CH:40]=[CH:41][CH:42]=1)CCC.CCOC(C)=O.Cl. Given the product [CH3:1][O:2][C:3]([C:5]1[C:6]([OH:31])=[C:7]2[C:12](=[C:13]([C:37]3[CH:38]=[N:39][CH:40]=[CH:41][CH:42]=3)[N:14]=1)[N:11]([CH2:16][C:17]1[CH:22]=[CH:21][CH:20]=[CH:19][CH:18]=1)[C:10](=[O:23])[C:9]([CH2:24][C:25]1[CH:30]=[CH:29][CH:28]=[CH:27][CH:26]=1)=[CH:8]2)=[O:4], predict the reactants needed to synthesize it. (5) Given the product [Cl:46][C:47]1[CH:48]=[C:49]([O:59][C:29]2[C:28]([I:32])=[CH:27][C:19]([C:20]([O:22][C:23]([CH3:26])([CH3:25])[CH3:24])=[O:21])=[C:18]([F:17])[CH:30]=2)[CH:50]=[N:51][C:52]=1[O:53][CH2:54][C:55]([F:56])([F:57])[F:58], predict the reactants needed to synthesize it. The reactants are: ClC1C(F)=CC(F)=C(C=1)C(OC(C)(C)C)=O.[F:17][C:18]1[CH:30]=[C:29](F)[C:28]([I:32])=[CH:27][C:19]=1[C:20]([O:22][C:23]([CH3:26])([CH3:25])[CH3:24])=[O:21].ClC1C=C(O)C=CC=1OC(F)(F)F.[Cl:46][C:47]1[CH:48]=[C:49]([OH:59])[CH:50]=[N:51][C:52]=1[O:53][CH2:54][C:55]([F:58])([F:57])[F:56].